From a dataset of Forward reaction prediction with 1.9M reactions from USPTO patents (1976-2016). Predict the product of the given reaction. (1) The product is: [CH:15]([C:2]1[CH:3]=[CH:4][C:5]2[CH:9]=[C:8]([C:10]([O:12][CH3:13])=[O:11])[S:7][C:6]=2[CH:14]=1)=[CH2:16]. Given the reactants Br[C:2]1[CH:3]=[CH:4][C:5]2[CH:9]=[C:8]([C:10]([O:12][CH3:13])=[O:11])[S:7][C:6]=2[CH:14]=1.[CH2:15]([Sn](CCCC)(CCCC)C=C)[CH2:16]CC.C1(C)C=CC=CC=1.[Cl-].[NH4+], predict the reaction product. (2) Given the reactants [C:1]([C:3]1[CH:19]=[CH:18][C:6]([O:7][CH2:8][CH2:9][N:10]([CH2:15][CH2:16][OH:17])[C:11]([NH:13][CH3:14])=[O:12])=[CH:5][CH:4]=1)#[N:2].[Li]CCCC.[C:25]1([CH3:35])[CH:30]=[CH:29][C:28]([S:31](Cl)(=[O:33])=[O:32])=[CH:27][CH:26]=1, predict the reaction product. The product is: [C:1]([C:3]1[CH:4]=[CH:5][C:6]([O:7][CH2:8][CH2:9][N:10]([CH2:15][CH2:16][O:17][S:31]([C:28]2[CH:29]=[CH:30][C:25]([CH3:35])=[CH:26][CH:27]=2)(=[O:33])=[O:32])[C:11]([NH:13][CH3:14])=[O:12])=[CH:18][CH:19]=1)#[N:2]. (3) Given the reactants [O:1]1[CH2:6][CH2:5][CH2:4][CH2:3][CH:2]1[O:7][CH2:8]/[CH:9]=[CH:10]\[CH2:11][CH:12]([C:18](OCC)=[O:19])[C:13](OCC)=[O:14].[BH4-].[Na+].CO.[Cl-].[Li+], predict the reaction product. The product is: [OH:19][CH2:18][CH:12]([CH2:11]/[CH:10]=[CH:9]\[CH2:8][O:7][CH:2]1[CH2:3][CH2:4][CH2:5][CH2:6][O:1]1)[CH2:13][OH:14]. (4) Given the reactants [F:1][C:2]1[CH:3]=[C:4]([CH2:8][CH2:9][C:10]2[O:14][C:13]([C:15]3[CH:16]=[C:17]([NH:22][C:23]4[CH:28]=[CH:27][C:26]([O:29][CH3:30])=[CH:25][CH:24]=4)[C:18]([NH2:21])=[CH:19][CH:20]=3)=[N:12][N:11]=2)[CH:5]=[CH:6][CH:7]=1.[C:31](=O)([O-])O.[Na+], predict the reaction product. The product is: [F:1][C:2]1[CH:3]=[C:4]([CH2:8][CH2:9][C:10]2[O:14][C:13]([C:15]3[CH:20]=[CH:19][C:18]4[N:21]=[CH:31][N:22]([C:23]5[CH:24]=[CH:25][C:26]([O:29][CH3:30])=[CH:27][CH:28]=5)[C:17]=4[CH:16]=3)=[N:12][N:11]=2)[CH:5]=[CH:6][CH:7]=1. (5) Given the reactants [CH:1]1([CH2:7][O:8][C:9]2[CH:14]=[C:13]([O:15][CH2:16][CH2:17][O:18][CH3:19])[CH:12]=[CH:11][C:10]=2/[CH:20]=[CH:21]/[C:22]([OH:24])=O)[CH2:6][CH2:5][CH2:4][CH2:3][CH2:2]1.Cl.C(N=C=NCCCN(C)C)C.[CH2:37]([S:42]([NH2:45])(=[O:44])=[O:43])[CH2:38][CH2:39][CH2:40][CH3:41], predict the reaction product. The product is: [CH:1]1([CH2:7][O:8][C:9]2[CH:14]=[C:13]([O:15][CH2:16][CH2:17][O:18][CH3:19])[CH:12]=[CH:11][C:10]=2/[CH:20]=[CH:21]/[C:22]([NH:45][S:42]([CH2:37][CH2:38][CH2:39][CH2:40][CH3:41])(=[O:44])=[O:43])=[O:24])[CH2:2][CH2:3][CH2:4][CH2:5][CH2:6]1.